The task is: Regression. Given two drug SMILES strings and cell line genomic features, predict the synergy score measuring deviation from expected non-interaction effect.. This data is from NCI-60 drug combinations with 297,098 pairs across 59 cell lines. (1) Drug 1: C1=C(C(=O)NC(=O)N1)N(CCCl)CCCl. Drug 2: CN(C)C1=NC(=NC(=N1)N(C)C)N(C)C. Cell line: SF-295. Synergy scores: CSS=22.7, Synergy_ZIP=0.511, Synergy_Bliss=-2.37, Synergy_Loewe=-0.841, Synergy_HSA=-0.950. (2) Drug 1: C1C(C(OC1N2C=NC3=C(N=C(N=C32)Cl)N)CO)O. Drug 2: CC1C(C(CC(O1)OC2CC(CC3=C2C(=C4C(=C3O)C(=O)C5=CC=CC=C5C4=O)O)(C(=O)C)O)N)O. Cell line: NCI/ADR-RES. Synergy scores: CSS=39.5, Synergy_ZIP=-10.8, Synergy_Bliss=-16.0, Synergy_Loewe=-16.6, Synergy_HSA=-12.7. (3) Synergy scores: CSS=0.649, Synergy_ZIP=-2.89, Synergy_Bliss=-6.27, Synergy_Loewe=-5.81, Synergy_HSA=-5.11. Cell line: SN12C. Drug 1: CC1CCC2CC(C(=CC=CC=CC(CC(C(=O)C(C(C(=CC(C(=O)CC(OC(=O)C3CCCCN3C(=O)C(=O)C1(O2)O)C(C)CC4CCC(C(C4)OC)O)C)C)O)OC)C)C)C)OC. Drug 2: CCC1(CC2CC(C3=C(CCN(C2)C1)C4=CC=CC=C4N3)(C5=C(C=C6C(=C5)C78CCN9C7C(C=CC9)(C(C(C8N6C)(C(=O)OC)O)OC(=O)C)CC)OC)C(=O)OC)O.OS(=O)(=O)O. (4) Drug 1: CC1=C(C=C(C=C1)NC2=NC=CC(=N2)N(C)C3=CC4=NN(C(=C4C=C3)C)C)S(=O)(=O)N.Cl. Synergy scores: CSS=31.0, Synergy_ZIP=1.81, Synergy_Bliss=-0.892, Synergy_Loewe=-18.5, Synergy_HSA=-0.492. Drug 2: CC12CCC3C(C1CCC2=O)CC(=C)C4=CC(=O)C=CC34C. Cell line: A549. (5) Drug 2: C1CC(C1)(C(=O)O)C(=O)O.[NH2-].[NH2-].[Pt+2]. Cell line: BT-549. Synergy scores: CSS=12.9, Synergy_ZIP=-4.56, Synergy_Bliss=-4.31, Synergy_Loewe=-4.51, Synergy_HSA=-0.691. Drug 1: C1C(C(OC1N2C=C(C(=O)NC2=O)F)CO)O. (6) Drug 1: C1=C(C(=O)NC(=O)N1)F. Drug 2: CC1=CC=C(C=C1)C2=CC(=NN2C3=CC=C(C=C3)S(=O)(=O)N)C(F)(F)F. Cell line: HT29. Synergy scores: CSS=32.5, Synergy_ZIP=1.13, Synergy_Bliss=-4.92, Synergy_Loewe=-7.02, Synergy_HSA=-4.99. (7) Drug 1: CC12CCC(CC1=CCC3C2CCC4(C3CC=C4C5=CN=CC=C5)C)O. Drug 2: C1=NC2=C(N1)C(=S)N=C(N2)N. Cell line: PC-3. Synergy scores: CSS=22.9, Synergy_ZIP=-0.358, Synergy_Bliss=-1.31, Synergy_Loewe=-12.6, Synergy_HSA=-0.619. (8) Drug 1: CS(=O)(=O)C1=CC(=C(C=C1)C(=O)NC2=CC(=C(C=C2)Cl)C3=CC=CC=N3)Cl. Drug 2: CCC1(CC2CC(C3=C(CCN(C2)C1)C4=CC=CC=C4N3)(C5=C(C=C6C(=C5)C78CCN9C7C(C=CC9)(C(C(C8N6C)(C(=O)OC)O)OC(=O)C)CC)OC)C(=O)OC)O.OS(=O)(=O)O. Cell line: DU-145. Synergy scores: CSS=71.9, Synergy_ZIP=14.6, Synergy_Bliss=15.9, Synergy_Loewe=-14.8, Synergy_HSA=14.6.